Dataset: Full USPTO retrosynthesis dataset with 1.9M reactions from patents (1976-2016). Task: Predict the reactants needed to synthesize the given product. (1) Given the product [Cl:1][C:2]1[N:7]=[CH:6][C:5]2[N:8]=[N:10][NH:9][C:4]=2[CH:3]=1, predict the reactants needed to synthesize it. The reactants are: [Cl:1][C:2]1[N:7]=[CH:6][C:5]([NH2:8])=[C:4]([NH2:9])[CH:3]=1.[N:10]([O-])=O.[Na+].C([O-])([O-])=O.[Na+].[Na+]. (2) The reactants are: C(O)(=[O:3])C.[CH3:5][C:6]1[CH:10]=[C:9]([CH3:11])[NH:8][C:7]=1[C:12]([O:14][CH2:15][CH3:16])=[O:13]. Given the product [CH2:15]([O:14][C:12]([C:7]1[NH:8][C:9]([CH:11]=[O:3])=[CH:10][C:6]=1[CH3:5])=[O:13])[CH3:16], predict the reactants needed to synthesize it. (3) Given the product [Cl:1][C:2]1[CH:3]=[C:4]([C:5]([NH:35][CH:33]([C:27]2[CH:32]=[CH:31][CH:30]=[CH:29][CH:28]=2)[CH3:34])=[O:6])[CH:8]=[CH:9][C:10]=1[C:11]([NH:12][C:13]1[CH:18]=[CH:17][C:16]([Cl:19])=[C:15]([C:20]2[CH:25]=[CH:24][CH:23]=[CH:22][N:21]=2)[CH:14]=1)=[O:26], predict the reactants needed to synthesize it. The reactants are: [Cl:1][C:2]1[CH:3]=[C:4]([CH:8]=[CH:9][C:10]=1[C:11](=[O:26])[NH:12][C:13]1[CH:18]=[CH:17][C:16]([Cl:19])=[C:15]([C:20]2[CH:25]=[CH:24][CH:23]=[CH:22][N:21]=2)[CH:14]=1)[C:5](O)=[O:6].[C:27]1([CH:33]([NH2:35])[CH3:34])[CH:32]=[CH:31][CH:30]=[CH:29][CH:28]=1. (4) Given the product [F:1][C:2]([F:7])([F:6])[C:3]([OH:5])=[O:4].[Br:8][C:9]1[CH:10]=[C:11]([NH:16][C:17]([C:22]2[C:23]([NH:27][CH2:28][C:29]3[CH:30]=[CH:31][C:32]([CH2:35][N:36]4[CH2:37][CH2:38][S:39](=[O:42])(=[O:43])[CH2:40][CH2:41]4)=[CH:33][CH:34]=3)=[N:24][O:25][N:26]=2)=[N:18][OH:19])[CH:12]=[CH:13][C:14]=1[F:15], predict the reactants needed to synthesize it. The reactants are: [F:1][C:2]([F:7])([F:6])[C:3]([OH:5])=[O:4].[Br:8][C:9]1[CH:10]=[C:11]([N:16]2C(=O)[O:19][N:18]=[C:17]2[C:22]2[C:23]([NH:27][C:28](=O)[C:29]3[CH:34]=[CH:33][C:32]([CH2:35][N:36]4[CH2:41][CH2:40][S:39](=[O:43])(=[O:42])[CH2:38][CH2:37]4)=[CH:31][CH:30]=3)=[N:24][O:25][N:26]=2)[CH:12]=[CH:13][C:14]=1[F:15].C1(C)C=CC=CC=1. (5) Given the product [CH2:1]([NH:8][C:9]([C:11]1[S:15][C:14]([N:16]2[CH2:20][CH2:19][N:18]([C:30](=[O:31])[C:29]3[CH:33]=[CH:34][C:26]([F:25])=[CH:27][CH:28]=3)[C:17]2=[O:21])=[N:13][C:12]=1[CH3:22])=[O:10])[C:2]1[CH:7]=[CH:6][CH:5]=[CH:4][CH:3]=1, predict the reactants needed to synthesize it. The reactants are: [CH2:1]([NH:8][C:9]([C:11]1[S:15][C:14]([N:16]2[CH2:20][CH2:19][NH:18][C:17]2=[O:21])=[N:13][C:12]=1[CH3:22])=[O:10])[C:2]1[CH:7]=[CH:6][CH:5]=[CH:4][CH:3]=1.[H-].[Na+].[F:25][C:26]1[CH:34]=[CH:33][C:29]([C:30](Cl)=[O:31])=[CH:28][CH:27]=1. (6) Given the product [CH3:12][C:13]1[CH:14]=[CH:15][C:16]([NH:19][C:20]2[S:21][CH:3]=[C:4]([C:6]3[CH:11]=[CH:10][N:9]=[CH:8][CH:7]=3)[N:22]=2)=[CH:17][CH:18]=1, predict the reactants needed to synthesize it. The reactants are: Br.Br[CH2:3][C:4]([C:6]1[CH:11]=[CH:10][N:9]=[CH:8][CH:7]=1)=O.[CH3:12][C:13]1[CH:18]=[CH:17][C:16]([NH:19][C:20]([NH2:22])=[S:21])=[CH:15][CH:14]=1.N. (7) Given the product [CH2:42]([O:44][C:45](=[O:48])[CH2:46][NH:47][C:15](=[O:17])[C:14]1[CH:13]=[CH:12][C:11]([OH:10])=[CH:19][CH:18]=1)[CH3:43], predict the reactants needed to synthesize it. The reactants are: CCN(C(C)C)C(C)C.[OH:10][C:11]1[CH:19]=[CH:18][C:14]([C:15]([OH:17])=O)=[CH:13][CH:12]=1.CCN=C=NCCCN(C)C.C1C=CC2N(O)N=NC=2C=1.Cl.[CH2:42]([O:44][C:45](=[O:48])[CH2:46][NH2:47])[CH3:43].